Dataset: Catalyst prediction with 721,799 reactions and 888 catalyst types from USPTO. Task: Predict which catalyst facilitates the given reaction. Reactant: [C:1]1([CH:7]([C:14]2[CH:19]=[CH:18][CH:17]=[CH:16][CH:15]=2)[N:8]2[CH2:13][CH2:12][NH:11][CH2:10][CH2:9]2)[CH:6]=[CH:5][CH:4]=[CH:3][CH:2]=1.[C:20]1([C:26]2[O:30][N:29]=[CH:28][C:27]=2[CH2:31][CH2:32][C:33](O)=[O:34])[CH:25]=[CH:24][CH:23]=[CH:22][CH:21]=1.O.ON1C2C=CC=CC=2N=N1.Cl.C(N=C=NCCCN(C)C)C. Product: [C:14]1([CH:7]([C:1]2[CH:2]=[CH:3][CH:4]=[CH:5][CH:6]=2)[N:8]2[CH2:9][CH2:10][N:11]([C:33](=[O:34])[CH2:32][CH2:31][C:27]3[CH:28]=[N:29][O:30][C:26]=3[C:20]3[CH:21]=[CH:22][CH:23]=[CH:24][CH:25]=3)[CH2:12][CH2:13]2)[CH:19]=[CH:18][CH:17]=[CH:16][CH:15]=1. The catalyst class is: 145.